This data is from NCI-60 drug combinations with 297,098 pairs across 59 cell lines. The task is: Regression. Given two drug SMILES strings and cell line genomic features, predict the synergy score measuring deviation from expected non-interaction effect. (1) Drug 1: C1CCC(C1)C(CC#N)N2C=C(C=N2)C3=C4C=CNC4=NC=N3. Drug 2: CC1C(C(CC(O1)OC2CC(OC(C2O)C)OC3=CC4=CC5=C(C(=O)C(C(C5)C(C(=O)C(C(C)O)O)OC)OC6CC(C(C(O6)C)O)OC7CC(C(C(O7)C)O)OC8CC(C(C(O8)C)O)(C)O)C(=C4C(=C3C)O)O)O)O. Cell line: NCI-H522. Synergy scores: CSS=11.1, Synergy_ZIP=-1.19, Synergy_Bliss=4.82, Synergy_Loewe=5.08, Synergy_HSA=4.75. (2) Drug 1: C1=NC2=C(N=C(N=C2N1C3C(C(C(O3)CO)O)F)Cl)N. Drug 2: COCCOC1=C(C=C2C(=C1)C(=NC=N2)NC3=CC=CC(=C3)C#C)OCCOC.Cl. Cell line: LOX IMVI. Synergy scores: CSS=-8.75, Synergy_ZIP=4.26, Synergy_Bliss=-1.69, Synergy_Loewe=-5.73, Synergy_HSA=-10.2. (3) Drug 1: CC1=C(C=C(C=C1)NC2=NC=CC(=N2)N(C)C3=CC4=NN(C(=C4C=C3)C)C)S(=O)(=O)N.Cl. Drug 2: C1=NC2=C(N1)C(=S)N=C(N2)N. Cell line: ACHN. Synergy scores: CSS=58.7, Synergy_ZIP=-1.20, Synergy_Bliss=-0.0158, Synergy_Loewe=2.34, Synergy_HSA=3.22. (4) Drug 1: CCC(=C(C1=CC=CC=C1)C2=CC=C(C=C2)OCCN(C)C)C3=CC=CC=C3.C(C(=O)O)C(CC(=O)O)(C(=O)O)O. Drug 2: CC(C)CN1C=NC2=C1C3=CC=CC=C3N=C2N. Cell line: NCI-H522. Synergy scores: CSS=3.51, Synergy_ZIP=-3.23, Synergy_Bliss=-1.83, Synergy_Loewe=-2.31, Synergy_HSA=-2.18.